Dataset: Catalyst prediction with 721,799 reactions and 888 catalyst types from USPTO. Task: Predict which catalyst facilitates the given reaction. (1) Reactant: [CH:1]1([N:7]([C@H:18]2[CH2:23][CH2:22][C@H:21]([CH3:24])[CH2:20][CH2:19]2)[C:8]([NH:10][C:11]2[S:12][C:13]([CH:16]=[O:17])=[CH:14][N:15]=2)=[O:9])[CH2:6][CH2:5][CH2:4][CH2:3][CH2:2]1.[BH4-].[Na+].O. Product: [CH:1]1([N:7]([C@H:18]2[CH2:19][CH2:20][C@H:21]([CH3:24])[CH2:22][CH2:23]2)[C:8]([NH:10][C:11]2[S:12][C:13]([CH2:16][OH:17])=[CH:14][N:15]=2)=[O:9])[CH2:6][CH2:5][CH2:4][CH2:3][CH2:2]1. The catalyst class is: 5. (2) Reactant: [CH:1]1([C:4]2[C:12]3[C:7](=[N:8][CH:9]=[CH:10][C:11]=3[O:13][C:14]3[CH:19]=[CH:18][C:17]([NH:20]C(=O)C)=[CH:16][C:15]=3[F:24])[N:6](S(C3C=CC(C)=CC=3)(=O)=O)[CH:5]=2)[CH2:3][CH2:2]1.[OH-].[Na+]. Product: [CH:1]1([C:4]2[C:12]3[C:7](=[N:8][CH:9]=[CH:10][C:11]=3[O:13][C:14]3[CH:19]=[CH:18][C:17]([NH2:20])=[CH:16][C:15]=3[F:24])[NH:6][CH:5]=2)[CH2:3][CH2:2]1. The catalyst class is: 8. (3) Reactant: [NH2:1][C@H:2]([C:4]1[N:9]([C:10]2[CH:15]=[CH:14][CH:13]=[CH:12][CH:11]=2)[C:8](=[O:16])[C:7]2=[C:17]([CH3:20])[CH:18]=[CH:19][N:6]2[N:5]=1)[CH3:3].Cl[C:22]1[C:27]([C:28]([NH:30][C:31]2[CH:36]=[CH:35][CH:34]=[C:33]([O:37][CH3:38])[CH:32]=2)=[O:29])=[CH:26][N:25]=[CH:24][N:23]=1.CCN(C(C)C)C(C)C.[F-].[Cs+]. Product: [CH3:38][O:37][C:33]1[CH:32]=[C:31]([NH:30][C:28]([C:27]2[C:26]([NH:1][C@H:2]([C:4]3[N:9]([C:10]4[CH:15]=[CH:14][CH:13]=[CH:12][CH:11]=4)[C:8](=[O:16])[C:7]4=[C:17]([CH3:20])[CH:18]=[CH:19][N:6]4[N:5]=3)[CH3:3])=[N:25][CH:24]=[N:23][CH:22]=2)=[O:29])[CH:36]=[CH:35][CH:34]=1. The catalyst class is: 107. (4) Reactant: [C:1]([C:3]1[C:8](F)=[CH:7][C:6]([F:10])=[CH:5][N:4]=1)#[N:2].Cl.[F:12][CH2:13][CH2:14][NH2:15].C(=O)([O-])[O-].[K+].[K+].C(N(CC)CC)C. Product: [C:1]([C:3]1[C:8]([NH:15][CH2:14][CH2:13][F:12])=[CH:7][C:6]([F:10])=[CH:5][N:4]=1)#[N:2]. The catalyst class is: 829. (5) Reactant: [C:1]1([B:7]([C:9]2[CH:14]=[CH:13][CH:12]=[CH:11][C:10]=2[O:15][C:16]2[CH:21]=[CH:20][CH:19]=[CH:18][C:17]=2[B:22]([C:24]2[CH:29]=[CH:28][CH:27]=[CH:26][CH:25]=2)[OH:23])[OH:8])[CH:6]=[CH:5][CH:4]=[CH:3][CH:2]=1.[NH2:30][CH:31]([CH2:34][C:35]1[CH:40]=[CH:39][CH:38]=[CH:37][CH:36]=1)[CH2:32]O. Product: [C:1]1([B:7]([C:9]2[CH:14]=[CH:13][CH:12]=[CH:11][C:10]=2[O:15][C:16]2[CH:21]=[CH:20][CH:19]=[CH:18][C:17]=2[B:22]([C:24]2[CH:25]=[CH:26][CH:27]=[CH:28][CH:29]=2)[O:23][CH2:32][CH:31]([CH2:34][C:35]2[CH:40]=[CH:39][CH:38]=[CH:37][CH:36]=2)[NH2:30])[O:8][CH2:32][CH:31]([CH2:34][C:35]2[CH:40]=[CH:39][CH:38]=[CH:37][CH:36]=2)[NH2:30])[CH:2]=[CH:3][CH:4]=[CH:5][CH:6]=1. The catalyst class is: 10. (6) Reactant: [Br:1][C:2]1[CH:3]=[CH:4][C:5](F)=[C:6]([C:8]([C:10]2[CH:15]=[C:14]([Cl:16])[N:13]=[C:12]([F:17])[C:11]=2[OH:18])=[O:9])[CH:7]=1.C([O-])([O-])=O.[Cs+].[Cs+].O. Product: [Br:1][C:2]1[CH:7]=[C:6]2[C:5](=[CH:4][CH:3]=1)[O:18][C:11]1[C:12]([F:17])=[N:13][C:14]([Cl:16])=[CH:15][C:10]=1[C:8]2=[O:9]. The catalyst class is: 12. (7) Reactant: [Cl:1][C:2]1[CH:11]=[C:10]([C:12]([OH:14])=O)[C:9]2[C:4](=[CH:5][CH:6]=[CH:7][CH:8]=2)[N:3]=1.[NH2:15][C:16]1[C:26]([CH3:27])=[CH:25][C:19]([C:20]([O:22][CH2:23][CH3:24])=[O:21])=[CH:18][C:17]=1[CH3:28].C(N(CC)C(C)C)(C)C.CCCP1(OP(CCC)(=O)OP(CCC)(=O)O1)=O. Product: [Cl:1][C:2]1[CH:11]=[C:10]([C:12]([NH:15][C:16]2[C:17]([CH3:28])=[CH:18][C:19]([C:20]([O:22][CH2:23][CH3:24])=[O:21])=[CH:25][C:26]=2[CH3:27])=[O:14])[C:9]2[C:4](=[CH:5][CH:6]=[CH:7][CH:8]=2)[N:3]=1. The catalyst class is: 34.